This data is from Reaction yield outcomes from USPTO patents with 853,638 reactions. The task is: Predict the reaction yield, written as a fraction of the theoretical maximum amount of product (1.0 means a 100% yield; for example, 0.34 means a 34% yield). The product is [Cl:1][C:2]1[N:3]=[C:4]([N:14]2[CH2:19][CH2:18][O:17][CH2:16][CH2:15]2)[C:5]2[N:11]=[N:20][N:8]([CH2:9][CH3:10])[C:6]=2[N:7]=1. The yield is 0.640. No catalyst specified. The reactants are [Cl:1][C:2]1[N:7]=[C:6]([NH:8][CH2:9][CH3:10])[C:5]([N+:11]([O-])=O)=[C:4]([N:14]2[CH2:19][CH2:18][O:17][CH2:16][CH2:15]2)[N:3]=1.[N:20]([O-])=O.[Na+].